Dataset: Reaction yield outcomes from USPTO patents with 853,638 reactions. Task: Predict the reaction yield, written as a fraction of the theoretical maximum amount of product (1.0 means a 100% yield; for example, 0.34 means a 34% yield). (1) The reactants are [Si:1]([O:8][CH2:9][CH:10]([C:12]1[NH:16][C:15]2[C:17]([CH3:24])=[C:18]([CH3:23])[C:19]([CH3:22])=[C:20]([CH3:21])[C:14]=2[N:13]=1)[OH:11])([C:4]([CH3:7])([CH3:6])[CH3:5])([CH3:3])[CH3:2].[Cl:25][C:26]1[CH:27]=[C:28]([N:33]=[C:34]=[O:35])[CH:29]=[CH:30][C:31]=1[Cl:32]. The catalyst is C1(C)C=CC=CC=1. The product is [Cl:25][C:26]1[CH:27]=[C:28]([NH:33][C:34](=[O:35])[O:11][CH:10]([C:12]2[NH:13][C:14]3[C:20]([CH3:21])=[C:19]([CH3:22])[C:18]([CH3:23])=[C:17]([CH3:24])[C:15]=3[N:16]=2)[CH2:9][O:8][Si:1]([C:4]([CH3:7])([CH3:6])[CH3:5])([CH3:3])[CH3:2])[CH:29]=[CH:30][C:31]=1[Cl:32]. The yield is 0.910. (2) The reactants are [NH2:1][C:2]1[C:7]([F:8])=[C:6]([C:9]2[CH:14]=[CH:13][C:12]([Si](C)(C)C)=[C:11]([F:19])[C:10]=2[F:20])[N:5]=[C:4]([C:21]([O:23][CH3:24])=[O:22])[C:3]=1[Cl:25].[Br:26]Br.ClCCl.S([O-])([O-])(=O)=S.[Na+].[Na+]. The catalyst is C(#N)C.O. The product is [NH2:1][C:2]1[C:7]([F:8])=[C:6]([C:9]2[CH:14]=[CH:13][C:12]([Br:26])=[C:11]([F:19])[C:10]=2[F:20])[N:5]=[C:4]([C:21]([O:23][CH3:24])=[O:22])[C:3]=1[Cl:25]. The yield is 0.637. (3) The reactants are [F:1][C:2]1[CH:7]=[CH:6][C:5]([OH:8])=[C:4]([I:9])[CH:3]=1.C(=O)([O-])[O-].[K+].[K+].[Br:16][CH2:17][CH2:18][CH2:19]Br. The catalyst is CC(C)=O. The product is [Br:16][CH2:17][CH2:18][CH2:19][O:8][C:5]1[CH:6]=[CH:7][C:2]([F:1])=[CH:3][C:4]=1[I:9]. The yield is 0.851. (4) The reactants are Br[CH2:2][C:3]([C:5]1[C:6]([C:11]2[CH:16]=[CH:15][CH:14]=[CH:13][CH:12]=2)=[N:7][O:8][C:9]=1[CH3:10])=O.[NH2:17][C:18]1[CH:23]=[CH:22][C:21]([Cl:24])=[CH:20][N:19]=1. No catalyst specified. The product is [Cl:24][C:21]1[CH:22]=[CH:23][C:18]2[N:19]([CH:2]=[C:3]([C:5]3[C:6]([C:11]4[CH:16]=[CH:15][CH:14]=[CH:13][CH:12]=4)=[N:7][O:8][C:9]=3[CH3:10])[N:17]=2)[CH:20]=1. The yield is 0.530. (5) The product is [Si:1]([O:8][CH:9]([C:11]1[O:12][C:13](=[O:23])[C:14]2[C:19]([C:20]=1[CH2:21][N:24]1[CH2:29][CH2:28][O:27][CH2:26][CH2:25]1)=[CH:18][CH:17]=[CH:16][CH:15]=2)[CH3:10])([C:4]([CH3:7])([CH3:5])[CH3:6])([CH3:3])[CH3:2]. The yield is 0.300. The catalyst is C(Cl)Cl.[O-]S([O-])(=O)=O.[Na+].[Na+]. The reactants are [Si:1]([O:8][CH:9]([C:11]1[O:12][C:13](=[O:23])[C:14]2[C:19]([C:20]=1[CH:21]=O)=[CH:18][CH:17]=[CH:16][CH:15]=2)[CH3:10])([C:4]([CH3:7])([CH3:6])[CH3:5])([CH3:3])[CH3:2].[NH:24]1[CH2:29][CH2:28][O:27][CH2:26][CH2:25]1.C(O[BH-](OC(=O)C)OC(=O)C)(=O)C.[Na+].C(O)(=O)C. (6) The reactants are O[CH2:2][CH:3]1[CH2:12][C:11]2[C:6]3=[C:7]([CH2:13][CH2:14][N:5]3[CH2:4]1)[CH:8]=[CH:9][CH:10]=2.C([O-])([O-])=O.[K+].[K+].[CH:21](O)([CH3:23])[CH3:22]. The catalyst is C1COCC1. The product is [CH2:13]1[C:7]2=[C:6]3[C:11](=[CH:10][CH:9]=[CH:8]2)[CH2:12][CH:3]([CH2:2][N:5]2[CH2:4][CH2:3][C:23]4([C:8]5[C:7](=[CH:6][CH:11]=[CH:10][CH:9]=5)[CH2:13][CH2:14]4)[CH2:21][CH2:22]2)[CH2:4][N:5]3[CH2:14]1. The yield is 0.550. (7) The yield is 0.240. No catalyst specified. The reactants are [CH2:1]1[O:13][C:12]2[CH:11]=[C:10]3[C:5]([C:6]([N:14]([CH2:28][CH2:29][N:30]4[CH2:34][CH2:33][CH2:32][CH2:31]4)[C:15](=[O:27])[C:16]4[CH:21]=[C:20]([O:22][CH3:23])[C:19]([O:24][CH3:25])=[CH:18][C:17]=4I)=[CH:7][N:8]=[N:9]3)=[CH:4][C:3]=2[O:2]1.[K+].[Br-]. The product is [CH3:23][O:22][C:20]1[C:19]([O:24][CH3:25])=[CH:18][C:17]2[C:7]3[C:6](=[C:5]4[C:10](=[N:9][N:8]=3)[CH:11]=[C:12]3[O:13][CH2:1][O:2][C:3]3=[CH:4]4)[N:14]([CH2:28][CH2:29][N:30]3[CH2:34][CH2:33][CH2:32][CH2:31]3)[C:15](=[O:27])[C:16]=2[CH:21]=1. (8) The catalyst is C(Cl)Cl. The product is [CH3:11][C:1]1[CH:2]=[C:3]([S:7]([O:21][C:15]2[CH:16]=[CH:17][C:18]([CH3:20])=[CH:19][C:14]=2[O:13][CH3:12])(=[O:9])=[O:8])[CH:4]=[CH:5][CH:6]=1. The yield is 0.990. The reactants are [C:1]1([CH3:11])[CH:6]=[CH:5][CH:4]=[C:3]([S:7](Cl)(=[O:9])=[O:8])[CH:2]=1.[CH3:12][O:13][C:14]1[CH:19]=[C:18]([CH3:20])[CH:17]=[CH:16][C:15]=1[OH:21].C(N(CC)CC)C.